From a dataset of Forward reaction prediction with 1.9M reactions from USPTO patents (1976-2016). Predict the product of the given reaction. (1) Given the reactants [CH2:1]([NH:3][C:4]([C:6]1[CH:11]=[CH:10][C:9]([N:12]2[C:16]([CH:17]([CH3:19])[CH3:18])=[C:15]([C:20]([OH:22])=O)[N:14]=[N:13]2)=[CH:8][CH:7]=1)=[O:5])[CH3:2].C1C=C[C:26]2N(O)N=[N:29][C:27]=2[CH:28]=1.C1(N)CC1.CCN=C=NCCCN(C)C, predict the reaction product. The product is: [CH:27]1([NH:29][C:20]([C:15]2[N:14]=[N:13][N:12]([C:9]3[CH:10]=[CH:11][C:6]([C:4]([NH:3][CH2:1][CH3:2])=[O:5])=[CH:7][CH:8]=3)[C:16]=2[CH:17]([CH3:19])[CH3:18])=[O:22])[CH2:28][CH2:26]1. (2) Given the reactants [Si:1]([O:8][C@@H:9]1[C@@:26]2([CH3:27])[C:13](=[CH:14][CH:15]=[C:16]3[C@@H:25]2[CH2:24][CH2:23][C@@:21]2([CH3:22])[C@H:17]3[CH2:18][CH:19]=[C:20]2[CH2:28][OH:29])[CH2:12][C@@H:11]([O:30][Si:31]([C:34]([CH3:37])([CH3:36])[CH3:35])([CH3:33])[CH3:32])[CH2:10]1)([C:4]([CH3:7])([CH3:6])[CH3:5])([CH3:3])[CH3:2].[H-].[Na+].C1OCCOCCOCCOCCOC1.Br[CH2:56][CH2:57][CH2:58][C:59]([CH3:69])([O:61][Si:62]([CH2:67][CH3:68])([CH2:65][CH3:66])[CH2:63][CH3:64])[CH3:60], predict the reaction product. The product is: [Si:1]([O:8][C@@H:9]1[C@@:26]2([CH3:27])[C:13](=[CH:14][CH:15]=[C:16]3[C@@H:25]2[CH2:24][CH2:23][C@@:21]2([CH3:22])[C@H:17]3[CH2:18][CH:19]=[C:20]2[CH2:28][O:29][CH2:56][CH2:57][CH2:58][C:59]([O:61][Si:62]([CH2:67][CH3:68])([CH2:63][CH3:64])[CH2:65][CH3:66])([CH3:60])[CH3:69])[CH2:12][C@@H:11]([O:30][Si:31]([C:34]([CH3:37])([CH3:36])[CH3:35])([CH3:32])[CH3:33])[CH2:10]1)([C:4]([CH3:7])([CH3:6])[CH3:5])([CH3:3])[CH3:2]. (3) Given the reactants [Cl:1][C:2]1[N:10]=[C:9]2[C:5]([N:6]=[CH:7][NH:8]2)=[C:4]([N:11]2[CH2:16][CH2:15][O:14][CH2:13][CH2:12]2)[N:3]=1.[C:17]([O:20][CH2:21][CH2:22]Br)(=[O:19])[CH3:18], predict the reaction product. The product is: [C:17]([O:20][CH2:21][CH2:22][N:8]1[CH:7]=[N:6][C:5]2[C:9]1=[N:10][C:2]([Cl:1])=[N:3][C:4]=2[N:11]1[CH2:12][CH2:13][O:14][CH2:15][CH2:16]1)(=[O:19])[CH3:18]. (4) Given the reactants Cl.Cl.[O:3]1[C:8]2=[CH:9][CH:10]=[CH:11][C:7]2=[C:6]([CH:12]2[CH2:17][CH2:16][CH2:15][CH2:14][N:13]2[CH2:18][CH2:19][C@H:20]2[CH2:25][CH2:24][C@H:23]([NH2:26])[CH2:22][CH2:21]2)[CH:5]=[CH:4]1.[O:27]1[CH2:32][CH2:31][O:30][CH2:29][CH:28]1[CH2:33][C:34](O)=[O:35], predict the reaction product. The product is: [O:3]1[C:8]2=[CH:9][CH:10]=[CH:11][C:7]2=[C:6]([CH:12]2[CH2:17][CH2:16][CH2:15][CH2:14][N:13]2[CH2:18][CH2:19][C@H:20]2[CH2:21][CH2:22][C@H:23]([NH:26][C:34](=[O:35])[CH2:33][CH:28]3[CH2:29][O:30][CH2:31][CH2:32][O:27]3)[CH2:24][CH2:25]2)[CH:5]=[CH:4]1. (5) Given the reactants CO[CH2:3][N:4]([CH2:10][C:11]1[CH:16]=[CH:15][CH:14]=[CH:13][CH:12]=1)[CH2:5][Si](C)(C)C.C([O:19][C:20](=[O:30])[C:21]#[C:22][C:23]1[CH:28]=[CH:27][C:26]([Cl:29])=[CH:25][CH:24]=1)C.FC(F)(F)C(O)=O.[OH-].[Na+], predict the reaction product. The product is: [CH2:10]([N:4]1[CH2:3][C:22]([C:23]2[CH:24]=[CH:25][C:26]([Cl:29])=[CH:27][CH:28]=2)=[C:21]([C:20]([OH:30])=[O:19])[CH2:5]1)[C:11]1[CH:12]=[CH:13][CH:14]=[CH:15][CH:16]=1. (6) Given the reactants [Cl:1][C:2]1[C:3]2[S:10][C:9]([C:11]3[CH2:12][CH2:13][N:14](C(OC(C)(C)C)=O)[CH2:15][CH:16]=3)=[CH:8][C:4]=2[N:5]=[CH:6][N:7]=1, predict the reaction product. The product is: [ClH:1].[ClH:1].[Cl:1][C:2]1[C:3]2[S:10][C:9]([C:11]3[CH2:12][CH2:13][NH:14][CH2:15][CH:16]=3)=[CH:8][C:4]=2[N:5]=[CH:6][N:7]=1. (7) Given the reactants [C:1]([CH2:4][C:5](=[O:7])[CH3:6])(=[O:3])[CH3:2].[H-].[Na+].[C:10]([O:14][C:15]([N:17]1[C:21]2=[N:22][CH:23]=[CH:24][CH:25]=[C:20]2[C:19]([CH2:26]Cl)=[CH:18]1)=[O:16])([CH3:13])([CH3:12])[CH3:11].O, predict the reaction product. The product is: [C:10]([O:14][C:15]([N:17]1[C:21]2=[N:22][CH:23]=[CH:24][CH:25]=[C:20]2[C:19]([CH2:26][CH:4]([C:5](=[O:7])[CH3:6])[C:1](=[O:3])[CH3:2])=[CH:18]1)=[O:16])([CH3:13])([CH3:12])[CH3:11]. (8) Given the reactants C([CH:8]([CH:25]1[CH2:30][CH2:29][CH2:28][CH2:27][NH:26]1)[CH2:9][N:10]([CH:16]1[CH2:24][C:23]2[C:18](=[CH:19][CH:20]=[CH:21][CH:22]=2)[CH2:17]1)[C:11]1[S:12][CH:13]=[CH:14][N:15]=1)C1C=CC=CC=1.ClC(OCC(C)C)=O.CO, predict the reaction product. The product is: [CH2:17]1[C:18]2[C:23](=[CH:22][CH:21]=[CH:20][CH:19]=2)[CH2:24][CH:16]1[N:10]([C:11]1[S:12][CH:13]=[CH:14][N:15]=1)[CH2:9][CH2:8][CH:25]1[CH2:30][CH2:29][CH2:28][CH2:27][NH:26]1.